Dataset: Peptide-MHC class I binding affinity with 185,985 pairs from IEDB/IMGT. Task: Regression. Given a peptide amino acid sequence and an MHC pseudo amino acid sequence, predict their binding affinity value. This is MHC class I binding data. The peptide sequence is FKRKGGIGGY. The MHC is HLA-B40:02 with pseudo-sequence HLA-B40:02. The binding affinity (normalized) is 0.